Dataset: Full USPTO retrosynthesis dataset with 1.9M reactions from patents (1976-2016). Task: Predict the reactants needed to synthesize the given product. (1) Given the product [CH3:25][O:24][C:7]1[CH:6]=[CH:5][C:4]2[N:3]=[C:2]([NH:26][C:27]3[CH:41]=[CH:40][C:30]([C:31]([N:33]4[CH2:34][CH2:35][C:36](=[O:39])[CH2:37][CH2:38]4)=[O:32])=[CH:29][CH:28]=3)[C:11]3=[N:12][NH:13][CH:14]=[C:10]3[C:9]=2[CH:8]=1, predict the reactants needed to synthesize it. The reactants are: Cl[C:2]1[C:11]2=[N:12][N:13](CC3C=CC(OC)=CC=3)[CH:14]=[C:10]2[C:9]2[CH:8]=[C:7]([O:24][CH3:25])[CH:6]=[CH:5][C:4]=2[N:3]=1.[NH2:26][C:27]1[CH:41]=[CH:40][C:30]([C:31]([N:33]2[CH2:38][CH2:37][C:36](=[O:39])[CH2:35][CH2:34]2)=[O:32])=[CH:29][CH:28]=1.Cl. (2) Given the product [CH:23]12[CH2:27][CH:12]([CH2:26][NH:25][CH2:24]1)[C:13]1[CH:14]=[C:15]3[C:20]([N:19]=[CH:18][CH:17]=[N:16]3)=[CH:21][C:22]2=1, predict the reactants needed to synthesize it. The reactants are: S(C1C=CC(C)=CC=1)(O)(=O)=O.[CH:12]12[CH2:27][CH:23]([CH2:24][NH:25][CH2:26]1)[C:22]1[CH:21]=[C:20]3[C:15]([N:16]=[CH:17][CH:18]=[N:19]3)=[CH:14][C:13]2=1.C(=O)(O)[O-].[Na+]. (3) Given the product [CH:29]([C:2]1[CH:7]=[CH:6][C:5]([C@@H:8]2[O:13][CH2:12][CH2:11][N:10]([C:14]([O:16][C:17]([CH3:20])([CH3:19])[CH3:18])=[O:15])[CH2:9]2)=[CH:4][CH:3]=1)=[O:30], predict the reactants needed to synthesize it. The reactants are: Br[C:2]1[CH:7]=[CH:6][C:5]([C@@H:8]2[O:13][CH2:12][CH2:11][N:10]([C:14]([O:16][C:17]([CH3:20])([CH3:19])[CH3:18])=[O:15])[CH2:9]2)=[CH:4][CH:3]=1.[Li]CCCC.CN([CH:29]=[O:30])C. (4) The reactants are: [CH2:1]([C:5]1([N:53]([CH3:55])[CH3:54])[CH2:10][CH2:9][C:8]([C:32]2[NH:33][C:34]3[C:39]([C:40]=2[CH2:41][CH2:42][N:43]2[CH2:52][CH2:51][C:50]4[C:45](=[CH:46][CH:47]=[CH:48][CH:49]=4)[CH2:44]2)=[CH:38][CH:37]=[CH:36][CH:35]=3)([C:11]2[NH:12][C:13]3[C:18]([C:19]=2[CH2:20][CH2:21][N:22]2[CH2:31][CH2:30][C:29]4[C:24](=[CH:25][CH:26]=[CH:27][CH:28]=4)[CH2:23]2)=[CH:17][CH:16]=[CH:15][CH:14]=3)[CH2:7][CH2:6]1)[CH2:2][CH2:3][CH3:4].[Cl:56][Si](C)(C)C. Given the product [ClH:56].[CH2:1]([C:5]1([N:53]([CH3:54])[CH3:55])[CH2:6][CH2:7][C:8]([C:11]2[NH:12][C:13]3[C:18]([C:19]=2[CH2:20][CH2:21][N:22]2[CH2:31][CH2:30][C:29]4[C:24](=[CH:25][CH:26]=[CH:27][CH:28]=4)[CH2:23]2)=[CH:17][CH:16]=[CH:15][CH:14]=3)([C:32]2[NH:33][C:34]3[C:39]([C:40]=2[CH2:41][CH2:42][N:43]2[CH2:52][CH2:51][C:50]4[C:45](=[CH:46][CH:47]=[CH:48][CH:49]=4)[CH2:44]2)=[CH:38][CH:37]=[CH:36][CH:35]=3)[CH2:9][CH2:10]1)[CH2:2][CH2:3][CH3:4], predict the reactants needed to synthesize it. (5) Given the product [S:12]([C:16]1[CH:21]=[C:20]([S:22]([OH:25])(=[O:23])=[O:24])[CH:19]=[CH:18][C:17]=1[CH:26]=[N+:27]([C:29]([CH3:32])([CH3:31])[CH3:30])[O-:28])([OH:15])(=[O:14])=[O:13], predict the reactants needed to synthesize it. The reactants are: O.O.P([O-])([O-])(O)=O.[Na+].[Na+].[Na].[Na].[S:12]([C:16]1[CH:21]=[C:20]([S:22]([OH:25])(=[O:24])=[O:23])[CH:19]=[CH:18][C:17]=1[CH:26]=[N+:27]([C:29]([CH3:32])([CH3:31])[CH3:30])[O-:28])([OH:15])(=[O:14])=[O:13].[OH-].[Na+]. (6) Given the product [S:19]([C:23]1[CH:24]=[CH:25][C:26]([N:29]2[CH:5]([C:6]3[C:14]4[C:9](=[CH:10][CH:11]=[CH:12][CH:13]=4)[NH:8][CH:7]=3)[CH2:4][C:3]([C:2]([F:17])([F:16])[F:1])=[N:30]2)=[CH:27][CH:28]=1)(=[O:22])(=[O:21])[NH2:20], predict the reactants needed to synthesize it. The reactants are: [F:1][C:2]([F:17])([F:16])[C:3](=O)/[CH:4]=[CH:5]/[C:6]1[C:14]2[C:9](=[CH:10][CH:11]=[CH:12][CH:13]=2)[NH:8][CH:7]=1.Cl.[S:19]([C:23]1[CH:28]=[CH:27][C:26]([NH:29][NH2:30])=[CH:25][CH:24]=1)(=[O:22])(=[O:21])[NH2:20]. (7) Given the product [CH:28]1([CH2:27][O:3][CH2:4][CH:5]2[CH2:8][CH:7]([N:9]3[CH2:10][CH2:11][CH:12]([N:15]4[C:20](=[O:21])[CH2:19][O:18][C@H:17]5[CH2:22][CH2:23][CH2:24][CH2:25][C@H:16]45)[CH2:13][CH2:14]3)[CH2:6]2)[CH2:30][CH2:29]1, predict the reactants needed to synthesize it. The reactants are: [H-].[Na+].[OH:3][CH2:4][CH:5]1[CH2:8][CH:7]([N:9]2[CH2:14][CH2:13][CH:12]([N:15]3[C:20](=[O:21])[CH2:19][O:18][C@H:17]4[CH2:22][CH2:23][CH2:24][CH2:25][C@H:16]34)[CH2:11][CH2:10]2)[CH2:6]1.Br[CH2:27][CH:28]1[CH2:30][CH2:29]1.